Task: Predict the product of the given reaction.. Dataset: Forward reaction prediction with 1.9M reactions from USPTO patents (1976-2016) Given the reactants [C:1]([O:5][C:6]([N:8]1[CH2:11][CH:10]([C:12]2[NH:16][N:15]=[C:14](N)[CH:13]=2)[CH2:9]1)=[O:7])([CH3:4])([CH3:3])[CH3:2].N([O-])=O.[Na+].[I-:22].[Na+].O, predict the reaction product. The product is: [I:22][C:14]1[CH:13]=[C:12]([CH:10]2[CH2:11][N:8]([C:6]([O:5][C:1]([CH3:4])([CH3:3])[CH3:2])=[O:7])[CH2:9]2)[NH:16][N:15]=1.